Dataset: Reaction yield outcomes from USPTO patents with 853,638 reactions. Task: Predict the reaction yield, written as a fraction of the theoretical maximum amount of product (1.0 means a 100% yield; for example, 0.34 means a 34% yield). (1) The reactants are [F:1][C:2]1[CH:3]=[CH:4][C:5]([C:8](=[O:10])[CH3:9])=[N:6][CH:7]=1.[Na].O. The catalyst is CO. The product is [F:1][C:2]1[CH:3]=[CH:4][C:5]([CH:8]([OH:10])[CH3:9])=[N:6][CH:7]=1. The yield is 0.870. (2) The reactants are [S:1]1[CH2:5][C:4](=[O:6])[NH:3][C:2]1=[O:7].[CH:8]([C:10]1[CH:22]=[CH:21][C:13]([O:14][CH2:15][CH2:16][CH2:17][C:18]([OH:20])=[O:19])=[CH:12][CH:11]=1)=O.C([O-])(=O)C.[Na+]. The catalyst is C(O)(=O)C. The product is [O:7]=[C:2]1[NH:3][C:4](=[O:6])[C:5](=[CH:8][C:10]2[CH:22]=[CH:21][C:13]([O:14][CH2:15][CH2:16][CH2:17][C:18]([OH:20])=[O:19])=[CH:12][CH:11]=2)[S:1]1. The yield is 0.320. (3) The reactants are O/[N:2]=[C:3](/[C:5]1[S:9][C:8]([C:10]([O:12][CH3:13])=[O:11])=[CH:7][CH:6]=1)\[CH3:4].[ClH:14]. The catalyst is CO.[OH-].[OH-].[Pd+2]. The product is [ClH:14].[NH2:2][CH:3]([C:5]1[S:9][C:8]([C:10]([O:12][CH3:13])=[O:11])=[CH:7][CH:6]=1)[CH3:4]. The yield is 0.930.